From a dataset of Reaction yield outcomes from USPTO patents with 853,638 reactions. Predict the reaction yield, written as a fraction of the theoretical maximum amount of product (1.0 means a 100% yield; for example, 0.34 means a 34% yield). (1) The reactants are [Br:1]Br.C(OC([NH:10][C:11]1[CH:16]=[C:15]([CH2:17][C:18]([C:20]2[CH:25]=[CH:24][CH:23]=[C:22]([CH3:26])[CH:21]=2)=[O:19])[CH:14]=[CH:13][N:12]=1)=O)(C)(C)C. The catalyst is C(O)(=O)C. The product is [BrH:1].[NH2:10][C:11]1[CH:16]=[C:15]([CH:17]([Br:1])[C:18]([C:20]2[CH:25]=[CH:24][CH:23]=[C:22]([CH3:26])[CH:21]=2)=[O:19])[CH:14]=[CH:13][N:12]=1. The yield is 0.810. (2) The reactants are C[Al](C)C.[CH2:5]([N:7]1[CH2:13][CH2:12][CH2:11][N:10]([C:14]2[N:19]=[CH:18][C:17]([C:20]([O:22]C)=O)=[CH:16][N:15]=2)[CH2:9][CH2:8]1)[CH3:6].[CH3:24][O:25][C:26]1[CH:27]=[C:28]([CH2:34][CH2:35][C:36]2[CH:37]=[C:38]([NH2:41])[NH:39][N:40]=2)[CH:29]=[C:30]([O:32][CH3:33])[CH:31]=1. The catalyst is C1(C)C=CC=CC=1. The product is [CH3:33][O:32][C:30]1[CH:29]=[C:28]([CH2:34][CH2:35][C:36]2[CH:37]=[C:38]([NH:41][C:20]([C:17]3[CH:18]=[N:19][C:14]([N:10]4[CH2:11][CH2:12][CH2:13][N:7]([CH2:5][CH3:6])[CH2:8][CH2:9]4)=[N:15][CH:16]=3)=[O:22])[NH:39][N:40]=2)[CH:27]=[C:26]([O:25][CH3:24])[CH:31]=1. The yield is 0.220. (3) The reactants are [Cl:1][C:2]1[CH:3]=[C:4]([NH:9][C:10]2[CH:11]=[CH:12][C:13]3[NH:18][C:17](=[O:19])[O:16][C:15]([CH2:25][CH3:26])([C:20]4[S:21][CH:22]=[CH:23][CH:24]=4)[C:14]=3[CH:27]=2)[CH:5]=[CH:6][C:7]=1[F:8].[CH3:28]C(C)([O-])C.[K+].CI. The catalyst is CN(C=O)C. The product is [Cl:1][C:2]1[CH:3]=[C:4]([NH:9][C:10]2[CH:11]=[CH:12][C:13]3[N:18]([CH3:28])[C:17](=[O:19])[O:16][C:15]([CH2:25][CH3:26])([C:20]4[S:21][CH:22]=[CH:23][CH:24]=4)[C:14]=3[CH:27]=2)[CH:5]=[CH:6][C:7]=1[F:8]. The yield is 0.730. (4) The reactants are O.[NH2:2][NH2:3].[CH3:4][O:5][C:6]([C:8]1[S:9][C:10]([C:23](=O)[CH2:24][C:25]#[N:26])=[CH:11][C:12]=1[O:13][CH:14]([C:16]1[CH:21]=[CH:20][CH:19]=[CH:18][C:17]=1[Cl:22])[CH3:15])=[O:7]. The catalyst is CCO. The product is [CH3:4][O:5][C:6]([C:8]1[S:9][C:10]([C:23]2[NH:2][N:3]=[C:25]([NH2:26])[CH:24]=2)=[CH:11][C:12]=1[O:13][CH:14]([C:16]1[CH:21]=[CH:20][CH:19]=[CH:18][C:17]=1[Cl:22])[CH3:15])=[O:7]. The yield is 0.290.